Dataset: Forward reaction prediction with 1.9M reactions from USPTO patents (1976-2016). Task: Predict the product of the given reaction. (1) Given the reactants Br[C:2]1[CH:10]=[C:9]([O:11][CH3:12])[CH:8]=[C:7]2[C:3]=1[CH:4]=[CH:5][N:6]2[S:13]([C:16]1[CH:21]=[CH:20][CH:19]=[CH:18][CH:17]=1)(=[O:15])=[O:14].[CH2:22]([Sn](CCCC)(CCCC)C=C)[CH2:23]CC, predict the reaction product. The product is: [CH3:12][O:11][C:9]1[CH:8]=[C:7]2[C:3]([CH:4]=[CH:5][N:6]2[S:13]([C:16]2[CH:21]=[CH:20][CH:19]=[CH:18][CH:17]=2)(=[O:15])=[O:14])=[C:2]([CH:22]=[CH2:23])[CH:10]=1. (2) Given the reactants C([N:5]([CH2:10]CCC)CCCC)CCC.[CH3:14][N:15]1[CH:19]=[C:18]([C:20]2[S:21][CH:22]=[C:23](/[CH:25]=[CH:26]/C(N=[N+]=[N-])=O)[N:24]=2)[CH:17]=[N:16]1.C1([O:38]C2C=CC=CC=2)C=CC=CC=1, predict the reaction product. The product is: [CH3:14][N:15]1[CH:19]=[C:18]([C:20]2[S:21][C:22]3[C:10](=[O:38])[NH:5][CH:26]=[CH:25][C:23]=3[N:24]=2)[CH:17]=[N:16]1. (3) The product is: [N:14]([C@H:1]1[C@H:5]([OH:6])[CH2:4][N:3]([C:7]([O:9][C:10]([CH3:13])([CH3:12])[CH3:11])=[O:8])[CH2:2]1)=[N+:15]=[N-:16]. Given the reactants [CH:1]12[O:6][CH:5]1[CH2:4][N:3]([C:7]([O:9][C:10]([CH3:13])([CH3:12])[CH3:11])=[O:8])[CH2:2]2.[N:14]([Si](C)(C)C)=[N+:15]=[N-:16].C([O-])([O-])=O.[K+].[K+], predict the reaction product.